This data is from NCI-60 drug combinations with 297,098 pairs across 59 cell lines. The task is: Regression. Given two drug SMILES strings and cell line genomic features, predict the synergy score measuring deviation from expected non-interaction effect. (1) Drug 2: C1CC(C1)(C(=O)O)C(=O)O.[NH2-].[NH2-].[Pt+2]. Synergy scores: CSS=42.5, Synergy_ZIP=2.10, Synergy_Bliss=3.13, Synergy_Loewe=1.99, Synergy_HSA=1.64. Cell line: OVCAR3. Drug 1: CS(=O)(=O)C1=CC(=C(C=C1)C(=O)NC2=CC(=C(C=C2)Cl)C3=CC=CC=N3)Cl. (2) Drug 1: CC1CCC2CC(C(=CC=CC=CC(CC(C(=O)C(C(C(=CC(C(=O)CC(OC(=O)C3CCCCN3C(=O)C(=O)C1(O2)O)C(C)CC4CCC(C(C4)OC)O)C)C)O)OC)C)C)C)OC. Drug 2: C1C(C(OC1N2C=NC3=C2NC=NCC3O)CO)O. Cell line: ACHN. Synergy scores: CSS=14.2, Synergy_ZIP=-6.17, Synergy_Bliss=-0.797, Synergy_Loewe=-15.0, Synergy_HSA=-0.219. (3) Synergy scores: CSS=27.2, Synergy_ZIP=0.889, Synergy_Bliss=0.613, Synergy_Loewe=-24.0, Synergy_HSA=-0.0940. Cell line: T-47D. Drug 2: CC1C(C(CC(O1)OC2CC(CC3=C2C(=C4C(=C3O)C(=O)C5=C(C4=O)C(=CC=C5)OC)O)(C(=O)CO)O)N)O.Cl. Drug 1: C(=O)(N)NO. (4) Drug 1: C1C(C(OC1N2C=NC3=C2NC=NCC3O)CO)O. Drug 2: CC1C(C(CC(O1)OC2CC(CC3=C2C(=C4C(=C3O)C(=O)C5=CC=CC=C5C4=O)O)(C(=O)C)O)N)O. Cell line: HT29. Synergy scores: CSS=34.8, Synergy_ZIP=2.48, Synergy_Bliss=2.51, Synergy_Loewe=-31.5, Synergy_HSA=1.36. (5) Drug 1: C1=NNC2=C1C(=O)NC=N2. Drug 2: CC1C(C(CC(O1)OC2CC(CC3=C2C(=C4C(=C3O)C(=O)C5=C(C4=O)C(=CC=C5)OC)O)(C(=O)CO)O)N)O.Cl. Cell line: RXF 393. Synergy scores: CSS=51.6, Synergy_ZIP=0.650, Synergy_Bliss=3.54, Synergy_Loewe=-26.8, Synergy_HSA=4.71. (6) Drug 1: CC1OCC2C(O1)C(C(C(O2)OC3C4COC(=O)C4C(C5=CC6=C(C=C35)OCO6)C7=CC(=C(C(=C7)OC)O)OC)O)O. Drug 2: CN1C(=O)N2C=NC(=C2N=N1)C(=O)N. Cell line: OVCAR3. Synergy scores: CSS=34.0, Synergy_ZIP=-3.84, Synergy_Bliss=3.15, Synergy_Loewe=-17.7, Synergy_HSA=2.16. (7) Drug 1: C1CCC(C1)C(CC#N)N2C=C(C=N2)C3=C4C=CNC4=NC=N3. Drug 2: CC1=CC=C(C=C1)C2=CC(=NN2C3=CC=C(C=C3)S(=O)(=O)N)C(F)(F)F. Cell line: SF-268. Synergy scores: CSS=4.27, Synergy_ZIP=1.44, Synergy_Bliss=9.43, Synergy_Loewe=6.12, Synergy_HSA=5.13. (8) Drug 1: CC1C(C(CC(O1)OC2CC(CC3=C2C(=C4C(=C3O)C(=O)C5=C(C4=O)C(=CC=C5)OC)O)(C(=O)C)O)N)O.Cl. Drug 2: CC1=C(C(=CC=C1)Cl)NC(=O)C2=CN=C(S2)NC3=CC(=NC(=N3)C)N4CCN(CC4)CCO. Cell line: NCI-H226. Synergy scores: CSS=33.4, Synergy_ZIP=-5.03, Synergy_Bliss=5.16, Synergy_Loewe=4.60, Synergy_HSA=6.01.